Dataset: Full USPTO retrosynthesis dataset with 1.9M reactions from patents (1976-2016). Task: Predict the reactants needed to synthesize the given product. (1) Given the product [Cl:24][CH:12]([C:13]1[CH:18]=[CH:17][CH:16]=[CH:15][C:14]=1[O:19][C:20]([F:23])([F:22])[F:21])[S:9]([C:3]1[CH:2]([F:1])[C:6]([CH3:7])([CH3:8])[O:5][N:4]=1)(=[O:10])=[O:11], predict the reactants needed to synthesize it. The reactants are: [F:1][CH:2]1[C:6]([CH3:8])([CH3:7])[O:5][N:4]=[C:3]1[S:9]([CH2:12][C:13]1[CH:18]=[CH:17][CH:16]=[CH:15][C:14]=1[O:19][C:20]([F:23])([F:22])[F:21])(=[O:11])=[O:10].[Cl:24]N1C(=O)CCC1=O. (2) Given the product [C:37]([NH:1][C@@H:2]([C:23]1[CH:28]=[CH:27][CH:26]=[CH:25][CH:24]=1)[C:3]([N:5]([C:15]1[CH:20]=[CH:19][C:18]([CH3:21])=[C:17]([CH3:22])[CH:16]=1)[CH2:6][CH2:7][C:8]1[CH:9]=[CH:10][C:11]([CH3:14])=[CH:12][CH:13]=1)=[O:4])(=[O:38])[CH3:36], predict the reactants needed to synthesize it. The reactants are: [NH2:1][CH:2]([C:23]1[CH:28]=[CH:27][CH:26]=[CH:25][CH:24]=1)[C:3]([N:5]([C:15]1[CH:20]=[CH:19][C:18]([CH3:21])=[C:17]([CH3:22])[CH:16]=1)[CH2:6][CH2:7][C:8]1[CH:13]=[CH:12][C:11]([CH3:14])=[CH:10][CH:9]=1)=[O:4].CCN(CC)CC.[CH3:36][C:37](OC(C)=O)=[O:38]. (3) Given the product [CH3:15][N:17]([CH:7]([C:5]1[NH:4][N:3]=[C:2]([CH3:1])[CH:6]=1)[CH2:8][CH3:9])[C:22](=[O:23])[O:24][C:25]([CH3:28])([CH3:27])[CH3:26], predict the reactants needed to synthesize it. The reactants are: [CH3:1][C:2]1[CH:6]=[C:5]([C:7](=O)[CH2:8][CH3:9])[NH:4][N:3]=1.CN.[BH4-].[Na+].[CH2:15]([N:17](CC)CC)C.[C:22](O[C:22]([O:24][C:25]([CH3:28])([CH3:27])[CH3:26])=[O:23])([O:24][C:25]([CH3:28])([CH3:27])[CH3:26])=[O:23]. (4) Given the product [F:1][C:2]1[CH:11]=[C:10]([C:12]([NH:14][N:15]=[C:16]([C:18]2[C:22]([OH:23])=[C:21]([C:24]3[CH:25]=[CH:26][C:27]([C:30]([CH3:33])([CH3:32])[CH3:31])=[CH:28][CH:29]=3)[S:20][CH:19]=2)[CH3:17])=[O:13])[CH:9]=[CH:8][C:3]=1[C:4]([OH:6])=[O:5], predict the reactants needed to synthesize it. The reactants are: [F:1][C:2]1[CH:11]=[C:10]([C:12]([NH:14][N:15]=[C:16]([C:18]2[C:22]([OH:23])=[C:21]([C:24]3[CH:29]=[CH:28][C:27]([C:30]([CH3:33])([CH3:32])[CH3:31])=[CH:26][CH:25]=3)[S:20][CH:19]=2)[CH3:17])=[O:13])[CH:9]=[CH:8][C:3]=1[C:4]([O:6]C)=[O:5].[OH-].[Na+].